From a dataset of Reaction yield outcomes from USPTO patents with 853,638 reactions. Predict the reaction yield, written as a fraction of the theoretical maximum amount of product (1.0 means a 100% yield; for example, 0.34 means a 34% yield). (1) No catalyst specified. The reactants are COC1C=CC(C(C2C=CC(OC)=C(OC)C=2)=[CH:10][C:11]#[N:12])=CC=1[N+]([O-])=O.[CH3:26][O:27][C:28]1[CH:29]=[C:30]([C:37]([C:39]2[CH:44]=[C:43]([O:45][CH3:46])[C:42]([O:47][CH3:48])=[C:41]([O:49][CH3:50])[CH:40]=2)=O)[CH:31]=[CH:32][C:33]=1[N+:34]([O-:36])=[O:35].C[Si]([N-][Si](C)(C)C)(C)C.[Li+]. The product is [CH3:26][O:27][C:28]1[CH:29]=[C:30]([C:37]([C:39]2[CH:44]=[C:43]([O:45][CH3:46])[C:42]([O:47][CH3:48])=[C:41]([O:49][CH3:50])[CH:40]=2)=[CH:10][C:11]#[N:12])[CH:31]=[CH:32][C:33]=1[N+:34]([O-:36])=[O:35]. The yield is 0.700. (2) The reactants are [F:1][C:2]1[C:3]([OH:12])=[C:4]([CH:9]=[CH:10][CH:11]=1)[C:5]([O:7][CH3:8])=[O:6].Cl[C:14]([F:19])([F:18])C(O)=O.C(=O)([O-])[O-].[K+].[K+]. The catalyst is CN(C=O)C.O. The product is [F:18][CH:14]([F:19])[O:12][C:3]1[C:2]([F:1])=[CH:11][CH:10]=[CH:9][C:4]=1[C:5]([O:7][CH3:8])=[O:6]. The yield is 0.390. (3) The yield is 0.980. The product is [CH3:28][O:27][C:25](=[O:26])[NH:11][CH2:10][CH2:9][C:5]1[CH:6]=[CH:7][CH:8]=[C:3]([O:2][CH3:1])[CH:4]=1. The reactants are [CH3:1][O:2][C:3]1[CH:4]=[C:5]([CH2:9][CH2:10][NH2:11])[CH:6]=[CH:7][CH:8]=1.C1COCC1.CCN(CC)CC.Cl[C:25]([O:27][CH3:28])=[O:26]. The catalyst is C(OCC)(=O)C.O.